This data is from Full USPTO retrosynthesis dataset with 1.9M reactions from patents (1976-2016). The task is: Predict the reactants needed to synthesize the given product. Given the product [CH2:22]([C:21]1[O:20][C:19]2[C:2]([N:1]=1)=[CH:3][C:4]1[CH2:10][CH2:9][NH:8][CH2:7][CH2:6][C:5]=1[CH:18]=2)[CH2:23][CH3:24], predict the reactants needed to synthesize it. The reactants are: [NH2:1][C:2]1[C:19]([OH:20])=[CH:18][C:5]2[CH2:6][CH2:7][N:8](C(OC(C)(C)C)=O)[CH2:9][CH2:10][C:4]=2[CH:3]=1.[C:21](Cl)(=O)[CH2:22][CH2:23][CH3:24].